From a dataset of NCI-60 drug combinations with 297,098 pairs across 59 cell lines. Regression. Given two drug SMILES strings and cell line genomic features, predict the synergy score measuring deviation from expected non-interaction effect. (1) Drug 1: CC12CCC3C(C1CCC2=O)CC(=C)C4=CC(=O)C=CC34C. Drug 2: CN(CC1=CN=C2C(=N1)C(=NC(=N2)N)N)C3=CC=C(C=C3)C(=O)NC(CCC(=O)O)C(=O)O. Cell line: SF-295. Synergy scores: CSS=49.5, Synergy_ZIP=-2.59, Synergy_Bliss=-3.68, Synergy_Loewe=1.21, Synergy_HSA=1.44. (2) Drug 1: COC1=NC(=NC2=C1N=CN2C3C(C(C(O3)CO)O)O)N. Drug 2: C1=CC=C(C(=C1)C(C2=CC=C(C=C2)Cl)C(Cl)Cl)Cl. Cell line: NCI-H322M. Synergy scores: CSS=-2.11, Synergy_ZIP=2.11, Synergy_Bliss=2.08, Synergy_Loewe=-2.61, Synergy_HSA=-2.07. (3) Drug 1: CC1OCC2C(O1)C(C(C(O2)OC3C4COC(=O)C4C(C5=CC6=C(C=C35)OCO6)C7=CC(=C(C(=C7)OC)O)OC)O)O. Drug 2: C1=NC2=C(N=C(N=C2N1C3C(C(C(O3)CO)O)F)Cl)N. Cell line: TK-10. Synergy scores: CSS=29.0, Synergy_ZIP=-8.79, Synergy_Bliss=-4.45, Synergy_Loewe=-1.73, Synergy_HSA=0.639. (4) Drug 1: C1CN(CCN1C(=O)CCBr)C(=O)CCBr. Drug 2: C1CNP(=O)(OC1)N(CCCl)CCCl. Cell line: CAKI-1. Synergy scores: CSS=8.81, Synergy_ZIP=-4.07, Synergy_Bliss=-0.866, Synergy_Loewe=-11.9, Synergy_HSA=-3.81.